Task: Predict the reactants needed to synthesize the given product.. Dataset: Full USPTO retrosynthesis dataset with 1.9M reactions from patents (1976-2016) Given the product [C:1]1([CH:7]([C:12]2[CH:17]=[CH:16][CH:15]=[CH:14][CH:13]=2)[CH2:8][C:9]([NH:26][C@H:24]([C:18]2[CH:23]=[CH:22][CH:21]=[CH:20][CH:19]=2)[CH3:25])=[O:10])[CH:6]=[CH:5][CH:4]=[CH:3][CH:2]=1, predict the reactants needed to synthesize it. The reactants are: [C:1]1([CH:7]([C:12]2[CH:17]=[CH:16][CH:15]=[CH:14][CH:13]=2)[CH2:8][C:9](Cl)=[O:10])[CH:6]=[CH:5][CH:4]=[CH:3][CH:2]=1.[C:18]1([C@@H:24]([NH2:26])[CH3:25])[CH:23]=[CH:22][CH:21]=[CH:20][CH:19]=1.